Dataset: Reaction yield outcomes from USPTO patents with 853,638 reactions. Task: Predict the reaction yield, written as a fraction of the theoretical maximum amount of product (1.0 means a 100% yield; for example, 0.34 means a 34% yield). (1) The reactants are [N:1]1([C:7]([O:9][C:10]([CH3:13])([CH3:12])[CH3:11])=[O:8])[CH2:6][CH2:5][NH:4][CH2:3][CH2:2]1.Br[CH2:15][CH2:16][O:17][CH3:18]. No catalyst specified. The product is [CH3:18][O:17][CH2:16][CH2:15][N:4]1[CH2:5][CH2:6][N:1]([C:7]([O:9][C:10]([CH3:13])([CH3:12])[CH3:11])=[O:8])[CH2:2][CH2:3]1. The yield is 0.890. (2) The reactants are Cl.[F:2][C:3]1[CH:23]=[C:22]([S:24]([CH3:27])(=[O:26])=[O:25])[CH:21]=[CH:20][C:4]=1[O:5][C:6]1[C:11]([CH3:12])=[C:10]([O:13][CH:14]2[CH2:19][CH2:18][NH:17][CH2:16][CH2:15]2)[N:9]=[CH:8][N:7]=1.Br[CH2:29][C:30](=[O:33])[CH2:31][CH3:32].C(N(CC)CC)C. The catalyst is CN(C=O)C. The product is [F:2][C:3]1[CH:23]=[C:22]([S:24]([CH3:27])(=[O:25])=[O:26])[CH:21]=[CH:20][C:4]=1[O:5][C:6]1[N:7]=[CH:8][N:9]=[C:10]([O:13][CH:14]2[CH2:19][CH2:18][N:17]([CH2:29][C:30](=[O:33])[CH2:31][CH3:32])[CH2:16][CH2:15]2)[C:11]=1[CH3:12]. The yield is 0.880.